From a dataset of Forward reaction prediction with 1.9M reactions from USPTO patents (1976-2016). Predict the product of the given reaction. (1) The product is: [CH3:34][N:35]1[C:15](=[O:17])[C:14]2[CH:13]=[N:12][C:11]([NH:20][C:21]3[CH:22]=[CH:23][C:24]([N:27]4[CH2:28][CH2:29][N:30]([CH3:33])[CH2:31][CH2:32]4)=[CH:25][CH:26]=3)=[N:10][C:9]=2[C:1]([C:2]2[CH:3]=[CH:4][CH:5]=[CH:6][CH:7]=2)=[N:36]1. Given the reactants [C:1]([C:9]1[C:14]([C:15]([O:17]CC)=O)=[CH:13][N:12]=[C:11]([NH:20][C:21]2[CH:26]=[CH:25][C:24]([N:27]3[CH2:32][CH2:31][N:30]([CH3:33])[CH2:29][CH2:28]3)=[CH:23][CH:22]=2)[N:10]=1)(=O)[C:2]1[CH:7]=[CH:6][CH:5]=[CH:4][CH:3]=1.[CH3:34][NH:35][NH2:36], predict the reaction product. (2) The product is: [ClH:40].[CH3:43][O:44][C:45](=[O:62])[C@@H:46]([NH:61][C:22]([CH:21]1[CH2:20][C:19]2[CH:18]=[C:17]3[C:12]([O:13][C@@H:14]([C:26]4[CH:27]=[CH:28][C:29]([O:32][CH2:33][C:34]5[CH:39]=[CH:38][C:37]([Cl:40])=[C:36]([Cl:41])[CH:35]=5)=[CH:30][CH:31]=4)[C:15](=[O:25])[NH:16]3)=[CH:11][C:10]=2[CH2:9][NH:8]1)=[O:23])[CH2:47][C:48]1[CH:53]=[CH:52][C:51]([C:54]2[CH:59]=[CH:58][C:57]([CH3:60])=[CH:56][CH:55]=2)=[CH:50][CH:49]=1. Given the reactants C(OC([N:8]1[CH:21]([C:22](O)=[O:23])[CH2:20][C:19]2[CH:18]=[C:17]3[C:12]([O:13][C@@H:14]([C:26]4[CH:31]=[CH:30][C:29]([O:32][CH2:33][C:34]5[CH:39]=[CH:38][C:37]([Cl:40])=[C:36]([Cl:41])[CH:35]=5)=[CH:28][CH:27]=4)[C:15](=[O:25])[NH:16]3)=[CH:11][C:10]=2[CH2:9]1)=O)(C)(C)C.Cl.[CH3:43][O:44][C:45](=[O:62])[C@@H:46]([NH2:61])[CH2:47][C:48]1[CH:53]=[CH:52][C:51]([C:54]2[CH:59]=[CH:58][C:57]([CH3:60])=[CH:56][CH:55]=2)=[CH:50][CH:49]=1, predict the reaction product. (3) Given the reactants O.C([O-])(=O)C.[K+].O.O.O.O.O.O.O.O.O.O.C(=O)([O-])[O-].[Na+].[Na+].Br[C:24]1[CH:25]=[N:26][CH:27]=[C:28]([Br:30])[CH:29]=1.[C:31](B1OC(C)(C)C(C)(C)O1)([CH3:33])=[CH2:32], predict the reaction product. The product is: [Br:30][C:28]1[CH:27]=[N:26][CH:25]=[C:24]([C:31]([CH3:33])=[CH2:32])[CH:29]=1. (4) Given the reactants Br[C:2]1[C:7]([NH2:8])=[C:6]([CH:9]([O:12][CH3:13])[O:10][CH3:11])[C:5]([Cl:14])=[CH:4][N:3]=1.[CH3:15][N:16]1[C:20]([CH3:21])=[C:19](B2OC(C)(C)C(C)(C)O2)[C:18]([CH3:31])=[N:17]1.C(=O)([O-])[O-].[Na+].[Na+].O, predict the reaction product. The product is: [Cl:14][C:5]1[C:6]([CH:9]([O:12][CH3:13])[O:10][CH3:11])=[C:7]([NH2:8])[C:2]([C:19]2[C:18]([CH3:31])=[N:17][N:16]([CH3:15])[C:20]=2[CH3:21])=[N:3][CH:4]=1. (5) The product is: [CH3:31][C:32]1[CH:37]=[CH:36][C:35]([CH2:38][N:25]2[C:24](=[O:27])[CH:23]=[CH:22][C:21]([C:19]3[O:18][N:17]=[C:16]([C:13]4[CH:14]=[CH:15][C:10]([O:9][C:8]([F:28])([F:7])[F:29])=[CH:11][CH:12]=4)[N:20]=3)=[N:26]2)=[CH:34][CH:33]=1. Given the reactants CC(C)([O-])C.[K+].[F:7][C:8]([F:29])([F:28])[O:9][C:10]1[CH:15]=[CH:14][C:13]([C:16]2[N:20]=[C:19]([C:21]3[CH:22]=[CH:23][C:24](=[O:27])[NH:25][N:26]=3)[O:18][N:17]=2)=[CH:12][CH:11]=1.Br[CH2:31][C:32]1[CH:37]=[CH:36][C:35]([CH3:38])=[CH:34][CH:33]=1.CN(C=O)C, predict the reaction product. (6) Given the reactants [OH:1][CH:2]([CH2:7][OH:8])[CH2:3][C:4]([NH2:6])=[O:5].CO[C:11](OC)([CH3:13])[CH3:12].C(=O)([O-])[O-].[Na+].[Na+].CO, predict the reaction product. The product is: [CH3:12][C:11]1([CH3:13])[O:1][CH:2]([CH2:3][C:4]([NH2:6])=[O:5])[CH2:7][O:8]1. (7) Given the reactants [C:1]12([CH2:11][O:12][C:13]3[C:28]([CH:29]([O:31][Si](C(C)(C)C)(C)C)[CH3:30])=[CH:27][C:16]([C:17]([NH:19][S:20]([N:23]4[CH2:26][CH2:25][CH2:24]4)(=[O:22])=[O:21])=[O:18])=[C:15]([F:39])[CH:14]=3)[CH2:10][CH:5]3[CH2:6][CH:7]([CH2:9][CH:3]([CH2:4]3)[CH2:2]1)[CH2:8]2.Cl, predict the reaction product. The product is: [C:1]12([CH2:11][O:12][C:13]3[C:28]([CH:29]([OH:31])[CH3:30])=[CH:27][C:16]([C:17]([NH:19][S:20]([N:23]4[CH2:26][CH2:25][CH2:24]4)(=[O:22])=[O:21])=[O:18])=[C:15]([F:39])[CH:14]=3)[CH2:2][CH:3]3[CH2:4][CH:5]([CH2:6][CH:7]([CH2:9]3)[CH2:8]1)[CH2:10]2. (8) Given the reactants [OH:1][C:2]1[CH:3]=[N:4][CH:5]=[CH:6][CH:7]=1.[H-].[Na+].[CH3:10][O:11][C:12](=[O:44])[C@H:13]([CH2:40][CH2:41][S:42][CH3:43])[NH:14][C:15](=[O:39])[C:16]1[CH:21]=[CH:20][C:19](OS(C2C=CC(C)=CC=2)(=O)=O)=[CH:18][C:17]=1[C:33]1[CH:38]=[CH:37][CH:36]=[CH:35][CH:34]=1.[CH3:45]S(C)=O, predict the reaction product. The product is: [CH3:10][O:11][C:12](=[O:44])[C@H:13]([CH2:40][CH2:41][S:42][CH3:43])[NH:14][C:15](=[O:39])[C:16]1[CH:21]=[CH:20][C:19](=[CH:45][O:1][C:2]2[CH:3]=[N:4][CH:5]=[CH:6][CH:7]=2)[CH2:18][C:17]=1[C:33]1[CH:38]=[CH:37][CH:36]=[CH:35][CH:34]=1. (9) Given the reactants [C:1]1([C:29]2[CH:34]=[CH:33][CH:32]=[CH:31][CH:30]=2)[CH:6]=[CH:5][C:4]([NH:7][C:8]([C:10]2[CH:18]=[CH:17][C:13]([C:14](O)=[O:15])=[C:12]([NH:19][C:20](=[O:28])[CH2:21][N:22]3[CH2:27][CH2:26][O:25][CH2:24][CH2:23]3)[CH:11]=2)=[O:9])=[CH:3][CH:2]=1.Cl.[CH2:36]([NH2:38])[CH3:37].F[P-](F)(F)(F)(F)F.N1(O[P+](N2CCCC2)(N2CCCC2)N2CCCC2)C2C=CC=CC=2N=N1.C(N(C(C)C)CC)(C)C, predict the reaction product. The product is: [C:1]1([C:29]2[CH:30]=[CH:31][CH:32]=[CH:33][CH:34]=2)[CH:6]=[CH:5][C:4]([NH:7][C:8](=[O:9])[C:10]2[CH:18]=[CH:17][C:13]([C:14]([NH:38][CH2:36][CH3:37])=[O:15])=[C:12]([NH:19][C:20](=[O:28])[CH2:21][N:22]3[CH2:23][CH2:24][O:25][CH2:26][CH2:27]3)[CH:11]=2)=[CH:3][CH:2]=1.